This data is from Forward reaction prediction with 1.9M reactions from USPTO patents (1976-2016). The task is: Predict the product of the given reaction. (1) Given the reactants C[O:2]/[CH:3]=[CH:4]/[C:5]1[CH:6]=[N:7][C:8]2[C:13]([CH:14]=1)=[CH:12][CH:11]=[CH:10][CH:9]=2.C([O-])(O)=O.[Na+], predict the reaction product. The product is: [N:7]1[C:8]2[C:13](=[CH:12][CH:11]=[CH:10][CH:9]=2)[CH:14]=[C:5]([CH2:4][CH:3]=[O:2])[CH:6]=1. (2) Given the reactants [CH3:1][C:2]1[CH:7]=[C:6]([NH:8][C:9]2[N:14]=[C:13]([NH:15][C:16]3[CH:20]=[C:19]([CH3:21])[NH:18][N:17]=3)[C:12]([C:22]([F:25])([F:24])[F:23])=[CH:11][N:10]=2)[C:5]([CH3:26])=[CH:4][C:3]=1[CH:27]1[CH2:32][CH2:31][C:30](=O)[CH2:29][CH2:28]1.[NH:34]1[CH2:39][CH2:38][O:37][CH2:36][CH2:35]1.C(O)(=O)C.C([BH3-])#N.[Na+], predict the reaction product. The product is: [CH3:26][C:5]1[CH:4]=[C:3]([C@H:27]2[CH2:32][CH2:31][C@H:30]([N:34]3[CH2:39][CH2:38][O:37][CH2:36][CH2:35]3)[CH2:29][CH2:28]2)[C:2]([CH3:1])=[CH:7][C:6]=1[NH:8][C:9]1[N:14]=[C:13]([NH:15][C:16]2[CH:20]=[C:19]([CH3:21])[NH:18][N:17]=2)[C:12]([C:22]([F:23])([F:24])[F:25])=[CH:11][N:10]=1. (3) Given the reactants [N:1]1([C:6]2[CH:7]=[C:8]([CH:12]=[CH:13][N:14]=2)[C:9]([OH:11])=O)[CH:5]=[CH:4][N:3]=[CH:2]1.C1C=CC2N(O)N=NC=2C=1.O.CCN=C=NCCCN(C)C.Cl.Cl.[NH2:39][C:40]1[C:41]2[C:51]([O:52][CH2:53][C:54]([NH2:57])([CH3:56])[CH3:55])=[CH:50][CH:49]=[CH:48][C:42]=2[NH:43][S:44](=[O:47])(=[O:46])[N:45]=1.C(N(CC)CC)C, predict the reaction product. The product is: [NH2:39][C:40]1[C:41]2[C:51]([O:52][CH2:53][C:54]([NH:57][C:9](=[O:11])[C:8]3[CH:12]=[CH:13][N:14]=[C:6]([N:1]4[CH:5]=[CH:4][N:3]=[CH:2]4)[CH:7]=3)([CH3:55])[CH3:56])=[CH:50][CH:49]=[CH:48][C:42]=2[NH:43][S:44](=[O:47])(=[O:46])[N:45]=1. (4) Given the reactants [C:1]1([C:7]2[NH:11][C:10]3[CH:12]=[CH:13][CH:14]=[CH:15][C:9]=3[N:8]=2)[CH:6]=[CH:5][CH:4]=[CH:3][CH:2]=1.[CH2:16](O)[CH3:17], predict the reaction product. The product is: [CH:9]([C:17]1[CH:16]=[CH:3][CH:2]=[CH:1][C:6]=1[N:11]1[C:10]2[CH:12]=[CH:13][CH:14]=[CH:15][C:9]=2[N:8]=[C:7]1[C:1]1[CH:2]=[CH:3][CH:4]=[CH:5][CH:6]=1)([CH3:15])[CH3:10].